This data is from Forward reaction prediction with 1.9M reactions from USPTO patents (1976-2016). The task is: Predict the product of the given reaction. (1) Given the reactants C[O:2][C:3]1[CH:11]=[C:10]2[C:6]([CH2:7][CH2:8][CH:9]2[NH:12][CH3:13])=[CH:5][CH:4]=1.C[O:15][C:16]1[CH:24]=[C:23]2[C:19]([CH2:20][CH2:21][CH:22]2[NH2:25])=[CH:18][CH:17]=1.C(O[CH2:29][CH3:30])=O.[H-].[H-].[H-].[H-].[Li+].[Al+3], predict the reaction product. The product is: [CH3:13][NH:12][CH:9]1[C:10]2[C:6](=[CH:5][CH:4]=[C:3]([OH:2])[CH:11]=2)[CH2:7][CH2:8]1.[CH2:29]([NH:25][CH:22]1[C:23]2[C:19](=[CH:18][CH:17]=[C:16]([OH:15])[CH:24]=2)[CH2:20][CH2:21]1)[CH3:30].[OH:2][C:3]1[CH:11]=[C:10]2[C:6]([CH2:7][CH2:8][CH:9]2[NH2:12])=[CH:5][CH:4]=1. (2) The product is: [OH:1][C:2]1[C:7]2[O:8][CH:24]([CH2:23][OH:22])[CH2:25][O:9][C:6]=2[CH:5]=[CH:4][C:3]=1[C:10](=[O:12])[CH3:11]. Given the reactants [OH:1][C:2]1[C:7]([OH:8])=[C:6]([OH:9])[CH:5]=[CH:4][C:3]=1[C:10](=[O:12])[CH3:11].C(=O)([O-])[O-].[K+].[K+].S(C1C=CC(C)=CC=1)([O:22][CH2:23][C@@H:24]1O[CH2:25]1)(=O)=O, predict the reaction product. (3) The product is: [C:15]([C:4]1[CH:3]=[C:2]([NH2:1])[N:6]([C:7]2[CH:12]=[CH:11][C:10]([CH2:13][O:14][Si:25]([CH:32]([CH3:34])[CH3:33])([CH:29]([CH3:31])[CH3:30])[CH:26]([CH3:28])[CH3:27])=[CH:9][CH:8]=2)[N:5]=1)([CH3:18])([CH3:17])[CH3:16]. Given the reactants [NH2:1][C:2]1[N:6]([C:7]2[CH:12]=[CH:11][C:10]([CH2:13][OH:14])=[CH:9][CH:8]=2)[N:5]=[C:4]([C:15]([CH3:18])([CH3:17])[CH3:16])[CH:3]=1.N1C=CN=C1.Cl[Si:25]([CH:32]([CH3:34])[CH3:33])([CH:29]([CH3:31])[CH3:30])[CH:26]([CH3:28])[CH3:27], predict the reaction product. (4) Given the reactants [CH2:1]([NH:3][CH:4]1[CH2:8][CH2:7][CH:6]([C:9]2[C:17]3[C:12](=[CH:13][CH:14]=[C:15]([N+:18]([O-:20])=[O:19])[CH:16]=3)[NH:11][CH:10]=2)[CH2:5]1)[CH3:2].[CH3:21][C:22]([O:25][C:26](O[C:26]([O:25][C:22]([CH3:24])([CH3:23])[CH3:21])=[O:27])=[O:27])([CH3:24])[CH3:23].C(N(CC)CC)C, predict the reaction product. The product is: [CH2:1]([N:3]([CH:4]1[CH2:8][CH2:7][CH:6]([C:9]2[C:17]3[C:12](=[CH:13][CH:14]=[C:15]([N+:18]([O-:20])=[O:19])[CH:16]=3)[NH:11][CH:10]=2)[CH2:5]1)[C:26](=[O:27])[O:25][C:22]([CH3:24])([CH3:23])[CH3:21])[CH3:2]. (5) Given the reactants [N+:1]([C:4]1[CH:5]=[C:6]([OH:11])[C:7](=[CH:9][CH:10]=1)[OH:8])([O-])=O.NN, predict the reaction product. The product is: [OH:11][C:6]1[CH:5]=[C:4]([CH:10]=[CH:9][C:7]=1[OH:8])[NH2:1].